Dataset: Reaction yield outcomes from USPTO patents with 853,638 reactions. Task: Predict the reaction yield, written as a fraction of the theoretical maximum amount of product (1.0 means a 100% yield; for example, 0.34 means a 34% yield). (1) The product is [CH3:13][O:17][N:18]([CH3:19])[C:1](=[O:9])[C:2]1[CH:7]=[CH:6][N:5]=[CH:4][CH:3]=1. The reactants are [C:1]([OH:9])(=O)[C:2]1[CH:7]=[CH:6][N:5]=[CH:4][CH:3]=1.CN([C:13]([O:17][N:18]1N=NC2C=CC=N[C:19]1=2)=[N+](C)C)C.F[P-](F)(F)(F)(F)F.COCN. The catalyst is C(Cl)Cl.O. The yield is 0.550. (2) The catalyst is C1COCC1. The product is [Cl:1][C:2]1[CH:7]=[CH:6][C:5]([Cl:8])=[CH:4][C:3]=1[O:9][C:11]1[CH:18]=[CH:17][C:14]([C:15]#[N:16])=[CH:13][C:12]=1[N+:19]([O-:21])=[O:20]. The yield is 0.817. The reactants are [Cl:1][C:2]1[CH:7]=[CH:6][C:5]([Cl:8])=[CH:4][C:3]=1[OH:9].Cl[C:11]1[CH:18]=[CH:17][C:14]([C:15]#[N:16])=[CH:13][C:12]=1[N+:19]([O-:21])=[O:20].C([O-])([O-])=O.[K+].[K+]. (3) The reactants are [C:1]([C:5]1[N:9]=[C:8]([C:10]2[CH:11]=[CH:12][C:13]([NH:16][NH2:17])=[N:14][CH:15]=2)[O:7][N:6]=1)([CH3:4])([CH3:3])[CH3:2].O=[C:19]1[CH2:23][S:22][CH2:21][CH:20]1[C:24](OC)=[O:25]. No catalyst specified. The product is [C:1]([C:5]1[N:9]=[C:8]([C:10]2[CH:11]=[CH:12][C:13]([N:16]3[C:24](=[O:25])[C:20]4[CH2:21][S:22][CH2:23][C:19]=4[NH:17]3)=[N:14][CH:15]=2)[O:7][N:6]=1)([CH3:4])([CH3:2])[CH3:3]. The yield is 0.380. (4) The reactants are [F:1][C:2]([F:26])([O:7][C:8]1[CH:13]=[CH:12][C:11]([N:14]2[CH:18]=[N:17][C:16]([C:19]3[CH:24]=[CH:23][C:22]([NH2:25])=[CH:21][CH:20]=3)=[N:15]2)=[CH:10][CH:9]=1)[C:3]([F:6])([F:5])[F:4].Cl[C:28]([O:30][C:31]1[CH:36]=CC([N+]([O-])=O)=C[CH:32]=1)=[O:29].[N+]([C:43]1C=CC(NC(=O)[O-])=CC=1)([O-])=O.CC(O)(C)C.[H-].[Na+]. The catalyst is C1COCC1. The product is [C:31]([O:30][C:28](=[O:29])[NH:25][C:22]1[CH:23]=[CH:24][C:19]([C:16]2[N:17]=[CH:18][N:14]([C:11]3[CH:12]=[CH:13][C:8]([O:7][C:2]([F:1])([F:26])[C:3]([F:6])([F:5])[F:4])=[CH:9][CH:10]=3)[N:15]=2)=[CH:20][CH:21]=1)([CH3:36])([CH3:43])[CH3:32]. The yield is 0.230. (5) The reactants are C(NCC)C.C(O)(C)(C)C.Br[CH2:12][C:13]([C:15]1[CH:20]=[CH:19][C:18]([N+:21]([O-:23])=[O:22])=[CH:17][CH:16]=1)=[O:14].[N+:24]([C:27]1[CH:32]=[CH:31][C:30]([C:33](=[O:35])[CH3:34])=[CH:29][CH:28]=1)([O-:26])=[O:25]. The catalyst is C1C=CC=CC=1.[Cl-].[Zn+2].[Cl-].O. The product is [N+:21]([C:18]1[CH:19]=[CH:20][C:15]([C:13](=[O:14])[CH2:12][CH2:34][C:33]([C:30]2[CH:29]=[CH:28][C:27]([N+:24]([O-:26])=[O:25])=[CH:32][CH:31]=2)=[O:35])=[CH:16][CH:17]=1)([O-:23])=[O:22]. The yield is 0.610.